From a dataset of Forward reaction prediction with 1.9M reactions from USPTO patents (1976-2016). Predict the product of the given reaction. (1) Given the reactants [O:1]=[C:2]1[N:7]2[CH2:8][CH2:9][CH2:10][CH:11]([N:12]3C(=O)C4C(=CC=CC=4)C3=O)[C:6]2=[N:5][C:4]([C:23]2[CH:28]=[CH:27][N:26]=[CH:25][CH:24]=2)=[CH:3]1.O.NN, predict the reaction product. The product is: [NH2:12][CH:11]1[C:6]2=[N:5][C:4]([C:23]3[CH:28]=[CH:27][N:26]=[CH:25][CH:24]=3)=[CH:3][C:2](=[O:1])[N:7]2[CH2:8][CH2:9][CH2:10]1. (2) The product is: [CH:1]1([CH2:4][N:5]2[CH2:9][CH2:8][N:7]([C:10]3[S:11][C:12]([C:16]([NH:59][CH2:58][C:54]4[CH:55]=[N:56][CH:57]=[C:52]([F:51])[CH:53]=4)=[O:18])=[C:13]([CH3:15])[N:14]=3)[C:6]2=[O:19])[CH2:2][CH2:3]1. Given the reactants [CH:1]1([CH2:4][N:5]2[CH2:9][CH2:8][N:7]([C:10]3[S:11][C:12]([C:16]([OH:18])=O)=[C:13]([CH3:15])[N:14]=3)[C:6]2=[O:19])[CH2:3][CH2:2]1.F[P-](F)(F)(F)(F)F.N1(OC(N(C)C)=[N+](C)C)C2N=CC=CC=2N=N1.C(N(CC)CC)C.[F:51][C:52]1[CH:53]=[C:54]([CH2:58][NH2:59])[CH:55]=[N:56][CH:57]=1, predict the reaction product. (3) Given the reactants S(O[C@@H:12]1[CH2:18][CH2:17][CH2:16][N:15]([C:19]([O:21][CH2:22][CH3:23])=[O:20])[CH2:14][CH2:13]1)(C1C=CC(C)=CC=1)(=O)=O.Cl.[N:25]1([CH:30]2[CH2:35][CH2:34][NH:33][CH2:32][CH2:31]2)[CH:29]=[CH:28][CH:27]=[N:26]1.[OH-].[K+], predict the reaction product. The product is: [N:25]1([CH:30]2[CH2:35][CH2:34][N:33]([C@H:12]3[CH2:18][CH2:17][CH2:16][N:15]([C:19]([O:21][CH2:22][CH3:23])=[O:20])[CH2:14][CH2:13]3)[CH2:32][CH2:31]2)[CH:29]=[CH:28][CH:27]=[N:26]1.